This data is from Full USPTO retrosynthesis dataset with 1.9M reactions from patents (1976-2016). The task is: Predict the reactants needed to synthesize the given product. (1) The reactants are: C(N(S(F)(F)[F:7])CC)C.[Cl:10][C:11]1[CH:12]=[C:13]2[C:17](=[CH:18][CH:19]=1)[NH:16][CH:15]=[C:14]2[CH2:20][CH2:21][NH:22][C:23]([C:25]1[CH:29]=[C:28]([CH:30]([C:32]2[CH:37]=[C:36]([F:38])[CH:35]=[CH:34][C:33]=2[F:39])O)[O:27][N:26]=1)=[O:24]. Given the product [Cl:10][C:11]1[CH:12]=[C:13]2[C:17](=[CH:18][CH:19]=1)[NH:16][CH:15]=[C:14]2[CH2:20][CH2:21][NH:22][C:23]([C:25]1[CH:29]=[C:28]([CH:30]([C:32]2[CH:37]=[C:36]([F:38])[CH:35]=[CH:34][C:33]=2[F:39])[F:7])[O:27][N:26]=1)=[O:24], predict the reactants needed to synthesize it. (2) The reactants are: [F:1][C:2]([C:10]1[N:14]2[CH:15]=[C:16]([C:19]3[CH:24]=[CH:23][C:22]([O:25][C:26]([F:29])([F:28])[F:27])=[CH:21][CH:20]=3)[CH:17]=[CH:18][C:13]2=[N:12][N:11]=1)([F:9])[CH2:3][O:4][CH2:5][CH:6]1[CH2:8][O:7]1.[Cl:30][C:31]1[CH:36]=[CH:35][CH:34]=[CH:33][C:32]=1[OH:37].C(=O)([O-])[O-].[K+].[K+].[H-].[Na+]. Given the product [Cl:30][C:31]1[CH:36]=[CH:35][CH:34]=[CH:33][C:32]=1[O:37][CH2:8][CH:6]([OH:7])[CH2:5][O:4][CH2:3][C:2]([F:9])([F:1])[C:10]1[N:14]2[CH:15]=[C:16]([C:19]3[CH:24]=[CH:23][C:22]([O:25][C:26]([F:27])([F:28])[F:29])=[CH:21][CH:20]=3)[CH:17]=[CH:18][C:13]2=[N:12][N:11]=1, predict the reactants needed to synthesize it. (3) Given the product [F:12][C:9]([F:10])([F:11])[C:7]1[CH:6]=[C:5]([NH:13][NH:14][C:15](=[O:29])[CH:16]([N:23]2[CH2:28][CH2:27][N:26]([CH3:35])[CH2:25][CH2:24]2)[C:17]2[CH:18]=[N:19][CH:20]=[N:21][CH:22]=2)[CH:4]=[C:3]([C:2]([F:1])([F:30])[F:31])[CH:8]=1, predict the reactants needed to synthesize it. The reactants are: [F:1][C:2]([F:31])([F:30])[C:3]1[CH:4]=[C:5]([NH:13][NH:14][C:15](=[O:29])[CH:16]([N:23]2[CH2:28][CH2:27][NH:26][CH2:25][CH2:24]2)[C:17]2[CH:18]=[N:19][CH:20]=[N:21][CH:22]=2)[CH:6]=[C:7]([C:9]([F:12])([F:11])[F:10])[CH:8]=1.O.[BH-](OC(C)=O)(OC(C)=O)O[C:35](C)=O.[Na+]. (4) Given the product [NH2:32][CH:33]([C:37]1[CH:42]=[CH:41][CH:40]=[CH:39][CH:38]=1)[C:34]([N:13]([CH2:12][CH2:11][C:8]1[CH:9]=[CH:10][C:5]([S:2]([CH3:1])(=[O:3])=[O:4])=[CH:6][CH:7]=1)[C:14]1[CH:19]=[CH:18][C:17]([O:20][C:21]([F:23])([F:22])[F:24])=[CH:16][CH:15]=1)=[O:35], predict the reactants needed to synthesize it. The reactants are: [CH3:1][S:2]([C:5]1[CH:10]=[CH:9][C:8]([CH2:11][CH2:12][NH:13][C:14]2[CH:19]=[CH:18][C:17]([O:20][C:21]([F:24])([F:23])[F:22])=[CH:16][CH:15]=2)=[CH:7][CH:6]=1)(=[O:4])=[O:3].C(OC([NH:32][CH:33]([C:37]1[CH:42]=[CH:41][CH:40]=[CH:39][CH:38]=1)[C:34](O)=[O:35])=O)(C)(C)C. (5) Given the product [CH:1]1([N:4]([CH2:18][C:19]2[O:20][CH:21]=[C:22]([C:24]([N:59]([CH3:58])[CH2:60][CH2:61][O:62][C:63]3[CH:64]=[CH:65][N:66]=[CH:67][CH:68]=3)=[O:26])[N:23]=2)[S:5]([C:8]2[C:9]([CH3:17])=[CH:10][C:11]([O:15][CH3:16])=[CH:12][C:13]=2[CH3:14])(=[O:7])=[O:6])[CH2:2][CH2:3]1, predict the reactants needed to synthesize it. The reactants are: [CH:1]1([N:4]([CH2:18][C:19]2[O:20][CH:21]=[C:22]([C:24]([OH:26])=O)[N:23]=2)[S:5]([C:8]2[C:13]([CH3:14])=[CH:12][C:11]([O:15][CH3:16])=[CH:10][C:9]=2[CH3:17])(=[O:7])=[O:6])[CH2:3][CH2:2]1.CCN=C=NCCCN(C)C.C1C=C2N=NN(O)C2=CC=1.O.CCN(C(C)C)C(C)C.[CH3:58][NH:59][CH2:60][CH2:61][O:62][C:63]1[CH:68]=[CH:67][N:66]=[CH:65][CH:64]=1. (6) Given the product [CH2:34]([O:36][C:37]1[C:46]([O:47][CH3:48])=[CH:45][C:44]2[C:43]([C:49]3[CH:50]=[CH:51][C:52]([C:53]([N:30]4[CH2:31][CH2:32][CH:27]([N:13]5[C:14](=[O:26])[C:15]6[S:19][C:18]([C:20]7[CH:25]=[CH:24][CH:23]=[CH:22][CH:21]=7)=[CH:17][C:16]=6[N:11]([CH2:10][C:8]6[O:7][N:6]=[C:5]([CH2:4][S:3][CH3:2])[N:9]=6)[C:12]5=[O:33])[CH2:28][CH2:29]4)=[O:54])=[CH:56][CH:57]=3)=[N:42][C@@H:41]3[CH2:58][CH2:59][S:60][CH2:61][C@@H:40]3[C:39]=2[CH:38]=1)[CH3:35], predict the reactants needed to synthesize it. The reactants are: Cl.[CH3:2][S:3][CH2:4][C:5]1[N:9]=[C:8]([CH2:10][N:11]2[C:16]3[CH:17]=[C:18]([C:20]4[CH:25]=[CH:24][CH:23]=[CH:22][CH:21]=4)[S:19][C:15]=3[C:14](=[O:26])[N:13]([CH:27]3[CH2:32][CH2:31][NH:30][CH2:29][CH2:28]3)[C:12]2=[O:33])[O:7][N:6]=1.[CH2:34]([O:36][C:37]1[C:46]([O:47][CH3:48])=[CH:45][C:44]2[C:43]([C:49]3[CH:57]=[CH:56][C:52]([C:53](O)=[O:54])=[CH:51][CH:50]=3)=[N:42][C@@H:41]3[CH2:58][CH2:59][S:60][CH2:61][C@@H:40]3[C:39]=2[CH:38]=1)[CH3:35].CN(C(ON1N=NC2C=CC=CC1=2)=[N+](C)C)C.F[P-](F)(F)(F)(F)F.CCN(C(C)C)C(C)C.C(=O)(O)[O-].[Na+]. (7) Given the product [CH3:30][C:29]1[CH:28]=[CH:27][O:26][C:25]=1[C:23]([NH:22][C:18]1[CH:17]=[C:16]([C:15]#[C:14][C:12]2[CH:11]=[N:10][CH:9]=[C:8]([CH:13]=2)[C:7]([N:6]=[S@@:5]([CH2:4][CH2:3][CH2:2][N:39]2[CH2:44][CH2:43][O:42][CH2:41][CH2:40]2)(=[O:38])[C:32]2[CH:33]=[CH:34][CH:35]=[CH:36][CH:37]=2)=[O:31])[CH:21]=[CH:20][CH:19]=1)=[O:24], predict the reactants needed to synthesize it. The reactants are: Br[CH2:2][CH2:3][CH2:4][S:5](=[O:38])([C:32]1[CH:37]=[CH:36][CH:35]=[CH:34][CH:33]=1)=[N:6][C:7](=[O:31])[C:8]1[CH:13]=[C:12]([C:14]#[C:15][C:16]2[CH:21]=[CH:20][CH:19]=[C:18]([NH:22][C:23]([C:25]3[O:26][CH:27]=[CH:28][C:29]=3[CH3:30])=[O:24])[CH:17]=2)[CH:11]=[N:10][CH:9]=1.[NH:39]1[CH2:44][CH2:43][O:42][CH2:41][CH2:40]1.